Dataset: Full USPTO retrosynthesis dataset with 1.9M reactions from patents (1976-2016). Task: Predict the reactants needed to synthesize the given product. The reactants are: [NH2:1][C:2]1[C:11]2[C:6](=[CH:7][CH:8]=[CH:9][CH:10]=2)[C:5]([S:12]([O-:15])(=[O:14])=[O:13])=[CH:4][CH:3]=1.[Na+].[N:17]([O-])=O.[Na+].OS(O)(=O)=O.Cl[Sn]Cl. Given the product [NH:1]([C:2]1[C:11]2[C:6](=[CH:7][CH:8]=[CH:9][CH:10]=2)[C:5]([S:12]([OH:15])(=[O:13])=[O:14])=[CH:4][CH:3]=1)[NH2:17], predict the reactants needed to synthesize it.